Predict which catalyst facilitates the given reaction. From a dataset of Catalyst prediction with 721,799 reactions and 888 catalyst types from USPTO. (1) Reactant: Cl.[CH3:2][C:3]1[C:7]([CH2:8][N:9]2[CH:13]=[C:12]([NH2:14])[CH:11]=[N:10]2)=[C:6]([CH3:15])[O:5][N:4]=1.[C:16](=O)(OC1C=CC=CN=1)[O:17]C1C=CC=CN=1.C(N(CC)CC)C. Product: [N:14]([C:12]1[CH:11]=[N:10][N:9]([CH2:8][C:7]2[C:3]([CH3:2])=[N:4][O:5][C:6]=2[CH3:15])[CH:13]=1)=[C:16]=[O:17]. The catalyst class is: 4. (2) Reactant: [OH:1][CH2:2][CH:3]([CH2:5][OH:6])[OH:4].[C:7]([OH:14])(=O)[CH2:8][CH2:9][CH2:10][CH2:11][CH3:12]. Product: [CH2:7]([O:1][CH2:2][CH:3]([CH2:5][OH:6])[OH:4])[CH2:8][CH2:9][CH2:10][CH2:11][CH3:12].[CH3:2][CH2:3][O:14][CH2:7][CH3:8]. The catalyst class is: 45. (3) Reactant: [N:1]1([CH2:6][CH2:7][OH:8])[CH2:5][CH2:4][CH2:3][CH2:2]1.CC([O-])(C)C.[K+].Cl[CH2:16][C:17]([C:19]1[C:20]([CH3:27])=[C:21]([CH:25]=[O:26])[NH:22][C:23]=1[CH3:24])=[O:18]. Product: [CH3:27][C:20]1[C:19]([C:17](=[O:18])[CH2:16][O:8][CH2:7][CH2:6][N:1]2[CH2:5][CH2:4][CH2:3][CH2:2]2)=[C:23]([CH3:24])[NH:22][C:21]=1[CH:25]=[O:26]. The catalyst class is: 218. (4) Reactant: [CH3:1][C:2]1[CH:7]=[C:6]([CH3:8])[NH:5][C:4](=[O:9])[C:3]=1[CH2:10][NH:11][C:12](=[O:37])[C:13]1[CH:18]=[C:17]([C:19]2[CH:20]=[N:21][C:22]([CH:25]=O)=[CH:23][CH:24]=2)[CH:16]=[C:15]([N:27]([CH2:34][CH3:35])[CH:28]2[CH2:33][CH2:32][O:31][CH2:30][CH2:29]2)[C:14]=1[CH3:36].[CH3:38][NH:39][CH3:40].C(O)(=O)C.C(O[BH-](OC(=O)C)OC(=O)C)(=O)C.[Na+]. Product: [CH3:1][C:2]1[CH:7]=[C:6]([CH3:8])[NH:5][C:4](=[O:9])[C:3]=1[CH2:10][NH:11][C:12](=[O:37])[C:13]1[CH:18]=[C:17]([C:19]2[CH:20]=[N:21][C:22]([CH2:25][N:39]([CH3:40])[CH3:38])=[CH:23][CH:24]=2)[CH:16]=[C:15]([N:27]([CH2:34][CH3:35])[CH:28]2[CH2:33][CH2:32][O:31][CH2:30][CH2:29]2)[C:14]=1[CH3:36]. The catalyst class is: 68. (5) Reactant: O.[CH:2]1([N:8]2[CH2:14][C@@H:13]([NH:15][C:16](=[O:27])[NH:17][C:18]3[CH:19]=[C:20]([CH:24]=[CH:25][CH:26]=3)[C:21]([OH:23])=[O:22])[C:12](=[O:28])[N:11]([CH2:29][C:30](=[O:35])[C:31]([CH3:34])([CH3:33])[CH3:32])[C:10]3[CH:36]=[CH:37][CH:38]=[CH:39][C:9]2=3)[CH2:7][CH2:6][CH2:5][CH2:4][CH2:3]1.N.[Cl-].[Ca+2:42].[Cl-].O. Product: [CH:2]1([N:8]2[CH2:14][C@@H:13]([NH:15][C:16](=[O:27])[NH:17][C:18]3[CH:19]=[C:20]([CH:24]=[CH:25][CH:26]=3)[C:21]([O-:23])=[O:22])[C:12](=[O:28])[N:11]([CH2:29][C:30](=[O:35])[C:31]([CH3:32])([CH3:33])[CH3:34])[C:10]3[CH:36]=[CH:37][CH:38]=[CH:39][C:9]2=3)[CH2:3][CH2:4][CH2:5][CH2:6][CH2:7]1.[Ca+2:42].[CH:2]1([N:8]2[CH2:14][C@@H:13]([NH:15][C:16](=[O:27])[NH:17][C:18]3[CH:19]=[C:20]([CH:24]=[CH:25][CH:26]=3)[C:21]([O-:23])=[O:22])[C:12](=[O:28])[N:11]([CH2:29][C:30](=[O:35])[C:31]([CH3:32])([CH3:33])[CH3:34])[C:10]3[CH:36]=[CH:37][CH:38]=[CH:39][C:9]2=3)[CH2:3][CH2:4][CH2:5][CH2:6][CH2:7]1. The catalyst class is: 8. (6) Reactant: [NH2:1][CH2:2][C@@H:3]1[O:7][C:6](=[O:8])[N:5]([C:9]2[CH:14]=[C:13]([F:15])[C:12]([N:16]3[CH2:21][CH2:20][CH:19]([N:22]4[N:26]=[N:25][CH:24]=[N:23]4)[CH2:18][CH2:17]3)=[C:11]([F:27])[CH:10]=2)[CH2:4]1.C(N(CC)CC)C.Cl[C:36]([O:38][CH3:39])=[O:37]. Product: [CH3:39][O:38][C:36](=[O:37])[NH:1][CH2:2][C@@H:3]1[O:7][C:6](=[O:8])[N:5]([C:9]2[CH:14]=[C:13]([F:15])[C:12]([N:16]3[CH2:21][CH2:20][CH:19]([N:22]4[N:26]=[N:25][CH:24]=[N:23]4)[CH2:18][CH2:17]3)=[C:11]([F:27])[CH:10]=2)[CH2:4]1. The catalyst class is: 4.